Dataset: Full USPTO retrosynthesis dataset with 1.9M reactions from patents (1976-2016). Task: Predict the reactants needed to synthesize the given product. (1) Given the product [CH3:40][N:24]([CH3:23])[C:25]1[N:26]=[CH:27][C:28]([C:19]2[CH:20]=[C:2]([C:51]3[N:47]([CH3:46])[N:48]=[CH:49][CH:50]=3)[C:3]([CH3:22])=[C:4]([CH:18]=2)[C:5]([NH:7][CH2:8][C:9]2[C:10](=[O:17])[NH:11][C:12]([CH3:16])=[CH:13][C:14]=2[CH3:15])=[O:6])=[CH:29][N:30]=1, predict the reactants needed to synthesize it. The reactants are: Br[C:2]1[C:3]([CH3:22])=[C:4]([CH:18]=[C:19](I)[CH:20]=1)[C:5]([NH:7][CH2:8][C:9]1[C:10](=[O:17])[NH:11][C:12]([CH3:16])=[CH:13][C:14]=1[CH3:15])=[O:6].[CH3:23][N:24]([CH3:40])[C:25]1[N:30]=[CH:29][C:28](B2OC(C)(C)C(C)(C)O2)=[CH:27][N:26]=1.C(=O)(O)[O-].[Na+].[CH3:46][N:47]1[C:51](B2OC(C)(C)C(C)(C)O2)=[CH:50][CH:49]=[N:48]1.C(Cl)Cl.C(=O)([O-])[O-].[Na+].[Na+]. (2) Given the product [Br:1][C:2]1[C:9]([CH3:10])=[CH:8][CH:7]=[C:6]2[C:3]=1[C:4]([NH2:5])=[N:13][NH:14]2, predict the reactants needed to synthesize it. The reactants are: [Br:1][C:2]1[C:9]([CH3:10])=[CH:8][CH:7]=[C:6](F)[C:3]=1[C:4]#[N:5].O.[NH2:13][NH2:14]. (3) The reactants are: [CH:1]([O:4][C:5]1[CH:13]=[CH:12][C:11]([S:14]([CH3:17])(=[O:16])=[O:15])=[CH:10][C:6]=1[C:7]([OH:9])=O)([CH3:3])[CH3:2].[Cl:18][C:19]1[CH:20]=[CH:21][C:22]2[S:26][C:25]([N:27]3[CH2:32][CH2:31][NH:30][CH2:29][CH2:28]3)=[N:24][C:23]=2[CH:33]=1. Given the product [Cl:18][C:19]1[CH:20]=[CH:21][C:22]2[S:26][C:25]([N:27]3[CH2:28][CH2:29][N:30]([C:7]([C:6]4[CH:10]=[C:11]([S:14]([CH3:17])(=[O:16])=[O:15])[CH:12]=[CH:13][C:5]=4[O:4][CH:1]([CH3:2])[CH3:3])=[O:9])[CH2:31][CH2:32]3)=[N:24][C:23]=2[CH:33]=1, predict the reactants needed to synthesize it. (4) Given the product [F:12][C:13]1[C:18]([O:19][CH:20]([CH3:22])[CH3:21])=[CH:17][C:16]([C:23]([OH:30])=[O:24])=[CH:15][C:14]=1[O:25][CH:26]([CH3:28])[CH3:27], predict the reactants needed to synthesize it. The reactants are: CC1(C)N([O])C(C)(C)CCC1.[F:12][C:13]1[C:18]([O:19][CH:20]([CH3:22])[CH3:21])=[CH:17][C:16]([CH2:23][OH:24])=[CH:15][C:14]=1[O:25][CH:26]([CH3:28])[CH3:27].Cl([O-])=[O:30].[Na+].Cl[O-].[Na+].[OH-].[Na+].S([O-])([O-])=O.[Na+].[Na+]. (5) Given the product [Br:17][C:14]1[N:15]=[C:10]([C:2]2[O:1][C:9]3[CH:8]=[CH:7][N:6]=[CH:5][C:4]=3[N:3]=2)[C:11]([NH2:16])=[N:12][CH:13]=1, predict the reactants needed to synthesize it. The reactants are: [O:1]1[C:9]2[CH:8]=[CH:7][N:6]=[CH:5][C:4]=2[N:3]=[C:2]1[C:10]1[C:11]([NH2:16])=[N:12][CH:13]=[CH:14][N:15]=1.[Br:17]N1C(=O)CCC1=O. (6) Given the product [CH2:1]([C:3]1[C:12]([CH2:13][C:14]2[CH:19]=[CH:18][C:17]([C:20]3[CH:24]=[CH:23][N:22]([CH3:25])[N:21]=3)=[CH:16][CH:15]=2)=[CH:11][C:6]([C:7]([O:9][CH3:10])=[O:8])=[C:5]([O:26][S:34]([C:37]([F:40])([F:39])[F:38])(=[O:36])=[O:35])[CH:4]=1)[CH3:2], predict the reactants needed to synthesize it. The reactants are: [CH2:1]([C:3]1[C:12]([CH2:13][C:14]2[CH:19]=[CH:18][C:17]([C:20]3[CH:24]=[CH:23][N:22]([CH3:25])[N:21]=3)=[CH:16][CH:15]=2)=[CH:11][C:6]([C:7]([O:9][CH3:10])=[O:8])=[C:5]([OH:26])[CH:4]=1)[CH3:2].C1C=CC(N([S:34]([C:37]([F:40])([F:39])[F:38])(=[O:36])=[O:35])[S:34]([C:37]([F:40])([F:39])[F:38])(=[O:36])=[O:35])=CC=1.[H-].[Na+]. (7) Given the product [Br:1][C:2]1[N:7]=[C:6]([C:8]2[C:16]3[C:11](=[N:12][CH:13]=[CH:14][CH:15]=3)[N:10]([C:19]([C:20]3[CH:25]=[CH:24][CH:23]=[CH:22][CH:21]=3)([C:32]3[CH:33]=[CH:34][CH:35]=[CH:36][CH:37]=3)[C:26]3[CH:27]=[CH:28][CH:29]=[CH:30][CH:31]=3)[N:9]=2)[CH:5]=[CH:4][CH:3]=1, predict the reactants needed to synthesize it. The reactants are: [Br:1][C:2]1[N:7]=[C:6]([C:8]2[C:16]3[C:11](=[N:12][CH:13]=[CH:14][CH:15]=3)[NH:10][N:9]=2)[CH:5]=[CH:4][CH:3]=1.[H-].[Na+].[C:19](Cl)([C:32]1[CH:37]=[CH:36][CH:35]=[CH:34][CH:33]=1)([C:26]1[CH:31]=[CH:30][CH:29]=[CH:28][CH:27]=1)[C:20]1[CH:25]=[CH:24][CH:23]=[CH:22][CH:21]=1. (8) Given the product [CH3:45][N:44]1[CH:39]2[CH2:40][CH2:41][CH:42]1[CH2:43][CH:37]([NH:36][C:16](=[O:17])[CH2:15][CH:13]1[CH2:12][C:11]3([CH2:10][CH2:9][N:8]([C:6]([O:5][C:1]([CH3:2])([CH3:3])[CH3:4])=[O:7])[CH2:20][CH2:19]3)[CH2:14]1)[CH2:38]2, predict the reactants needed to synthesize it. The reactants are: [C:1]([O:5][C:6]([N:8]1[CH2:20][CH2:19][C:11]2([CH2:14][CH:13]([CH2:15][C:16](O)=[O:17])[CH2:12]2)[CH2:10][CH2:9]1)=[O:7])([CH3:4])([CH3:3])[CH3:2].C(N(CC)CC)C.ClC(OCC)=O.Cl.Cl.[NH2:36][CH:37]1[CH2:43][CH:42]2[N:44]([CH3:45])[CH:39]([CH2:40][CH2:41]2)[CH2:38]1. (9) Given the product [CH2:1]([O:3][C:4](=[O:22])[CH2:5][C:6]1[CH:11]=[CH:10][CH:9]=[C:8]([O:12][C:13]2[CH:18]=[CH:17][C:16]([Br:19])=[CH:15][C:14]=2[CH2:20][S:23][C:24]2[CH:29]=[CH:28][CH:27]=[CH:26][N:25]=2)[CH:7]=1)[CH3:2], predict the reactants needed to synthesize it. The reactants are: [CH2:1]([O:3][C:4](=[O:22])[CH2:5][C:6]1[CH:11]=[CH:10][CH:9]=[C:8]([O:12][C:13]2[CH:18]=[CH:17][C:16]([Br:19])=[CH:15][C:14]=2[CH2:20]Br)[CH:7]=1)[CH3:2].[SH:23][C:24]1[CH:29]=[CH:28][CH:27]=[CH:26][N:25]=1.